Predict the product of the given reaction. From a dataset of Forward reaction prediction with 1.9M reactions from USPTO patents (1976-2016). (1) Given the reactants C([O:5][C:6](=[O:32])[N:7]([CH2:9][C:10]1[CH:14]=[C:13]([C:15]2[CH:20]=[CH:19][C:18]([C:21]#[N:22])=[CH:17][CH:16]=2)[N:12]([S:23]([C:26]2[CH:27]=[N:28][CH:29]=[CH:30][CH:31]=2)(=[O:25])=[O:24])[CH:11]=1)C)(C)(C)C.[C:33]([O:36]CC)(=[O:35])[CH3:34].Cl.[C:40](=O)([O-])O.[Na+], predict the reaction product. The product is: [C:6]([OH:5])(=[O:32])/[CH:40]=[CH:34]/[C:33]([OH:36])=[O:35].[CH3:6][NH:7][CH2:9][C:10]1[CH:14]=[C:13]([C:15]2[CH:20]=[CH:19][C:18]([C:21]#[N:22])=[CH:17][CH:16]=2)[N:12]([S:23]([C:26]2[CH:27]=[N:28][CH:29]=[CH:30][CH:31]=2)(=[O:25])=[O:24])[CH:11]=1. (2) Given the reactants [Mg].II.Br[CH2:5][CH2:6]Br.Br[C:9]1[CH:10]=[C:11]([CH3:15])[CH:12]=[CH:13][CH:14]=1.[P:16]([O-:23])(OCC)OCC.Cl, predict the reaction product. The product is: [C:5]1([CH3:6])[CH:11]=[CH:10][CH:9]=[C:14]([PH:16](=[O:23])[C:9]2[CH:10]=[C:11]([CH3:15])[CH:12]=[CH:13][CH:14]=2)[CH:13]=1.